From a dataset of Forward reaction prediction with 1.9M reactions from USPTO patents (1976-2016). Predict the product of the given reaction. (1) The product is: [Br:20][C:12]1[C:2]([Br:1])=[CH:3][C:4]2[NH:9][C:8](=[O:10])[CH2:7][O:6][C:5]=2[N:11]=1. Given the reactants [Br:1][C:2]1[CH:12]=[N:11][C:5]2[O:6][CH2:7][C:8](=[O:10])[NH:9][C:4]=2[CH:3]=1.C1C(=O)N([Br:20])C(=O)C1, predict the reaction product. (2) Given the reactants [CH3:1][O:2][C:3]1[CH:4]=[C:5]([CH:21]=[CH:22][C:23]=1[O:24][CH3:25])[CH2:6][C@H:7]1[C:16]2[C:11](=[CH:12][C:13]([O:19][CH3:20])=[C:14]([O:17][CH3:18])[CH:15]=2)[CH2:10][CH2:9][NH:8]1.Br[CH2:27][C:28](Br)=[O:29].[CH2:31]([NH2:38])[C:32]1[CH:37]=[CH:36][CH:35]=[CH:34][CH:33]=1, predict the reaction product. The product is: [CH3:1][O:2][C:3]1[CH:4]=[C:5]([CH:21]=[CH:22][C:23]=1[O:24][CH3:25])[CH2:6][C@H:7]1[C:16]2[C:11](=[CH:12][C:13]([O:19][CH3:20])=[C:14]([O:17][CH3:18])[CH:15]=2)[CH2:10][CH2:9][N:8]1[CH2:27][C:28]([NH:38][CH2:31][C:32]1[CH:37]=[CH:36][CH:35]=[CH:34][CH:33]=1)=[O:29]. (3) Given the reactants [CH3:1][O:2][C:3]1[CH:10]=[CH:9][C:6]([C:7]#N)=[CH:5][N:4]=1.[OH-:11].[Na+].C[OH:14], predict the reaction product. The product is: [CH3:1][O:2][C:3]1[CH:10]=[CH:9][C:6]([C:7]([OH:14])=[O:11])=[CH:5][N:4]=1. (4) Given the reactants Br[CH:2]=[C:3]1[C:9]2[CH:10]=[C:11]([F:14])[CH:12]=[CH:13][C:8]=2[CH2:7][CH2:6][C:5]2[CH:15]=[CH:16][CH:17]=[CH:18][C:4]1=2.[CH3:19][S:20]([NH:23][C:24]1[CH:25]=[C:26](B(O)O)[CH:27]=[CH:28][CH:29]=1)(=[O:22])=[O:21], predict the reaction product. The product is: [F:14][C:11]1[CH:12]=[CH:13][C:8]2[CH2:7][CH2:6][C:5]3[CH:15]=[CH:16][CH:17]=[CH:18][C:4]=3[C:3](=[CH:2][C:26]3[CH:25]=[C:24]([NH:23][S:20]([CH3:19])(=[O:22])=[O:21])[CH:29]=[CH:28][CH:27]=3)[C:9]=2[CH:10]=1. (5) Given the reactants [NH2:1][C:2]1[C:7]([C:8]([O:10]C)=[O:9])=[C:6]([CH3:12])[C:5]([CH2:13][NH2:14])=[CH:4][CH:3]=1.[Li+].[OH-].[C:17]([O:21][C:22](O[C:22]([O:21][C:17]([CH3:20])([CH3:19])[CH3:18])=[O:23])=[O:23])([CH3:20])([CH3:19])[CH3:18].Cl, predict the reaction product. The product is: [NH2:1][C:2]1[C:7]([C:8]([OH:10])=[O:9])=[C:6]([CH3:12])[C:5]([CH2:13][NH:14][C:22]([O:21][C:17]([CH3:20])([CH3:19])[CH3:18])=[O:23])=[CH:4][CH:3]=1. (6) Given the reactants [F:1][C:2]1[CH:7]=[CH:6][C:5]([C:8]2[N:12]=C(C(O)C)[O:10][N:9]=2)=[CH:4][CH:3]=1.FC1C=CC(C2N=C(C(=O)C)ON=2)=CC=1.FC1C=CC(C#N)=CC=1.Cl.NO, predict the reaction product. The product is: [F:1][C:2]1[CH:7]=[CH:6][C:5]([C:8](=[NH:12])[NH:9][OH:10])=[CH:4][CH:3]=1. (7) Given the reactants O[Li].O.C[O:5][C:6](=[O:24])[CH:7]([F:23])[C:8]([NH:10][C:11]1[CH:16]=[CH:15][C:14]([C:17]2[CH:22]=[CH:21][CH:20]=[CH:19][CH:18]=2)=[CH:13][CH:12]=1)=[O:9].C1COCC1.O, predict the reaction product. The product is: [C:14]1([C:17]2[CH:18]=[CH:19][CH:20]=[CH:21][CH:22]=2)[CH:13]=[CH:12][C:11]([NH:10][C:8](=[O:9])[CH:7]([F:23])[C:6]([OH:24])=[O:5])=[CH:16][CH:15]=1.